The task is: Predict the reactants needed to synthesize the given product.. This data is from Full USPTO retrosynthesis dataset with 1.9M reactions from patents (1976-2016). (1) Given the product [S:1]1[CH:5]=[CH:4][CH:3]=[C:2]1[CH2:6][CH2:7][NH:8][C:15]([CH:9]1[CH2:14][CH2:13][CH2:12][CH2:11][CH2:10]1)=[O:16], predict the reactants needed to synthesize it. The reactants are: [S:1]1[CH:5]=[CH:4][CH:3]=[C:2]1[CH2:6][CH2:7][NH2:8].[CH:9]1([C:15](Cl)=[O:16])[CH2:14][CH2:13][CH2:12][CH2:11][CH2:10]1.C(O)C(N)(CO)CO. (2) Given the product [I:16][C:6]1[CH:13]=[C:12]([CH3:14])[C:11]([CH3:15])=[CH:10][C:7]=1[C:8]#[N:9], predict the reactants needed to synthesize it. The reactants are: N([O-])=O.[Na+].N[C:6]1[CH:13]=[C:12]([CH3:14])[C:11]([CH3:15])=[CH:10][C:7]=1[C:8]#[N:9].[I-:16].[K+]. (3) Given the product [OH:1][C@@H:2]1[CH2:6][C@H:5]([OH:7])[C@H:4]([CH2:8]/[CH:9]=[CH:10]\[CH2:11][CH2:12][CH2:13][C:14]([O:16][CH2:30][CH2:31][O:32][C:33]2[CH:34]=[C:35]([CH:36]=[O:37])[CH:38]=[CH:39][C:40]=2[CH3:41])=[O:15])[C@H:3]1[CH2:17][CH2:18][C@@H:19]([OH:28])[CH2:20][CH2:21][C:22]1[CH:23]=[CH:24][CH:25]=[CH:26][CH:27]=1, predict the reactants needed to synthesize it. The reactants are: [OH:1][C@@H:2]1[CH2:6][C@H:5]([OH:7])[C@H:4]([CH2:8]/[CH:9]=[CH:10]\[CH2:11][CH2:12][CH2:13][C:14]([OH:16])=[O:15])[C@H:3]1[CH2:17][CH2:18][C@@H:19]([OH:28])[CH2:20][CH2:21][C:22]1[CH:27]=[CH:26][CH:25]=[CH:24][CH:23]=1.I[CH2:30][CH2:31][O:32][C:33]1[CH:34]=[C:35]([CH:38]=[CH:39][C:40]=1[CH3:41])[CH:36]=[O:37].C1CCN2C(=NCCC2)CC1. (4) Given the product [C:15]([O:19][C:20]([N:22]1[CH2:27][CH2:26][N:25]([CH2:13][CH2:12][CH2:11][C:6]2[CH:7]=[CH:8][CH:9]=[CH:10][N:5]=2)[CH2:24][CH2:23]1)=[O:21])([CH3:18])([CH3:16])[CH3:17], predict the reactants needed to synthesize it. The reactants are: C(O)(=O)C.[N:5]1[CH:10]=[CH:9][CH:8]=[CH:7][C:6]=1[CH2:11][CH2:12][CH:13]=O.[C:15]([O:19][C:20]([N:22]1[CH2:27][CH2:26][NH:25][CH2:24][CH2:23]1)=[O:21])([CH3:18])([CH3:17])[CH3:16].C([BH3-])#N.[Na+]. (5) Given the product [F:20][CH:2]([F:1])[CH2:3][N:4]1[C:12]2[C:7](=[N:8][CH:9]=[CH:10][CH:11]=2)[C:6]([C:13]2[CH:18]=[CH:17][C:16]([O:19][C:28]3[N:27]([CH2:26][CH2:25][O:24][CH3:23])[C:31]4=[N:32][CH:33]=[CH:34][CH:35]=[C:30]4[N:29]=3)=[CH:15][CH:14]=2)=[N:5]1, predict the reactants needed to synthesize it. The reactants are: [F:1][CH:2]([F:20])[CH2:3][N:4]1[C:12]2[C:7](=[N:8][CH:9]=[CH:10][CH:11]=2)[C:6]([C:13]2[CH:18]=[CH:17][C:16]([OH:19])=[CH:15][CH:14]=2)=[N:5]1.[H-].[Na+].[CH3:23][O:24][CH2:25][CH2:26][N:27]1[C:31]2=[N:32][CH:33]=[CH:34][CH:35]=[C:30]2[N:29]=[C:28]1S(C)(=O)=O.O. (6) Given the product [F:22][C:23]1[CH:29]=[CH:28][C:26]([NH:27][S:2]([C:5]2[CH:14]=[CH:13][C:12]3[NH:11][C:10](=[O:15])[C:9]4[NH:16][CH:17]=[CH:18][C:8]=4[C:7]=3[CH:6]=2)(=[O:3])=[O:4])=[CH:25][CH:24]=1.[CH2:18]([C:19]([O-:21])=[O:20])[CH3:17], predict the reactants needed to synthesize it. The reactants are: Cl[S:2]([C:5]1[CH:14]=[CH:13][C:12]2[NH:11][C:10](=[O:15])[C:9]3[NH:16][CH:17]=[C:18]([C:19]([OH:21])=[O:20])[C:8]=3[C:7]=2[CH:6]=1)(=[O:4])=[O:3].[F:22][C:23]1[CH:29]=[CH:28][C:26]([NH2:27])=[CH:25][CH:24]=1. (7) The reactants are: C[O:2][C:3](=[O:36])[C@@H:4]([NH:17][S:18]([C:21]1[CH:26]=[CH:25][CH:24]=[C:23]([N:27]2[CH2:32][CH2:31][O:30][CH2:29][C:28]2=[O:33])[C:22]=1[CH2:34][CH3:35])(=[O:20])=[O:19])[CH2:5][C:6]1[CH:10]=[C:9]([C:11]2[S:12][C:13]([Cl:16])=[CH:14][CH:15]=2)[O:8][N:7]=1.[Li+].[OH-].Cl. Given the product [Cl:16][C:13]1[S:12][C:11]([C:9]2[O:8][N:7]=[C:6]([CH2:5][C@H:4]([NH:17][S:18]([C:21]3[CH:26]=[CH:25][CH:24]=[C:23]([N:27]4[CH2:32][CH2:31][O:30][CH2:29][C:28]4=[O:33])[C:22]=3[CH2:34][CH3:35])(=[O:20])=[O:19])[C:3]([OH:36])=[O:2])[CH:10]=2)=[CH:15][CH:14]=1, predict the reactants needed to synthesize it.